Task: Regression. Given a peptide amino acid sequence and an MHC pseudo amino acid sequence, predict their binding affinity value. This is MHC class I binding data.. Dataset: Peptide-MHC class I binding affinity with 185,985 pairs from IEDB/IMGT (1) The peptide sequence is NVYADSFVVK. The MHC is HLA-A68:01 with pseudo-sequence HLA-A68:01. The binding affinity (normalized) is 0.688. (2) The peptide sequence is FMRSISDDA. The MHC is HLA-A02:06 with pseudo-sequence HLA-A02:06. The binding affinity (normalized) is 0.462. (3) The peptide sequence is ILLLDQVLV. The MHC is HLA-A02:02 with pseudo-sequence HLA-A02:02. The binding affinity (normalized) is 0.826. (4) The MHC is HLA-A31:01 with pseudo-sequence HLA-A31:01. The peptide sequence is GTSNWTGNY. The binding affinity (normalized) is 0. (5) The peptide sequence is YYFSYPLFV. The MHC is HLA-A26:01 with pseudo-sequence HLA-A26:01. The binding affinity (normalized) is 0.0847. (6) The peptide sequence is ICLSGDGWPY. The MHC is HLA-A24:02 with pseudo-sequence HLA-A24:02. The binding affinity (normalized) is 0.